Dataset: Full USPTO retrosynthesis dataset with 1.9M reactions from patents (1976-2016). Task: Predict the reactants needed to synthesize the given product. (1) Given the product [NH2:1][C:4]1[C:12]2[NH:11][C:10]([CH2:13][OH:14])=[N:9][C:8]=2[CH:7]=[CH:6][CH:5]=1, predict the reactants needed to synthesize it. The reactants are: [N+:1]([C:4]1[C:12]2[NH:11][C:10]([CH2:13][OH:14])=[N:9][C:8]=2[CH:7]=[CH:6][CH:5]=1)([O-])=O.O.O.[Sn](Cl)Cl.C(=O)([O-])O.[Na+]. (2) Given the product [Cl:38][C:32]1[CH:33]=[CH:34][C:35]([Cl:37])=[CH:36][C:31]=1[N:30]1[C:18](=[O:19])[C:11]2[C@H:12]3[C:15]([CH3:17])([CH3:16])[C@:9]([CH3:8])([CH2:14][CH2:13]3)[C:10]=2[N:29]1[CH3:27], predict the reactants needed to synthesize it. The reactants are: C(N(CC)CC)C.[CH3:8][C@@:9]12[C:15]([CH3:17])([CH3:16])[C@@H:12]([CH2:13][CH2:14]1)[CH:11]([C:18](Cl)=[O:19])[C:10]2=O.C(O[C:27]([N:29](C)[NH:30][C:31]1[CH:36]=[C:35]([Cl:37])[CH:34]=[CH:33][C:32]=1[Cl:38])=O)(C)(C)C.Cl.O1CCOCC1. (3) Given the product [Cl:1][C:2]1[CH:7]=[CH:6][C:5]([C:8]2[NH:19][C:11]3[CH:12]=[C:13]([C:15]([O:17][CH3:18])=[O:16])[S:14][C:10]=3[CH:9]=2)=[CH:4][CH:3]=1, predict the reactants needed to synthesize it. The reactants are: [Cl:1][C:2]1[CH:7]=[CH:6][C:5](/[CH:8]=[CH:9]/[C:10]2[S:14][C:13]([C:15]([O:17][CH3:18])=[O:16])=[CH:12][C:11]=2[N+:19]([O-])=O)=[CH:4][CH:3]=1. (4) Given the product [CH2:16]([N:10]1[C:9](=[O:23])[C:8]2[C:7]([C:24]#[N:25])=[N:6][C:5]([C:3]([NH:26][C@H:27]([CH3:28])[C:29]([OH:31])=[O:30])=[O:4])=[C:14]([OH:15])[C:13]=2[CH:12]=[CH:11]1)[C:17]1[CH:18]=[CH:19][CH:20]=[CH:21][CH:22]=1, predict the reactants needed to synthesize it. The reactants are: CO[C:3]([C:5]1[N:6]=[C:7]([C:24]#[N:25])[C:8]2[C:9](=[O:23])[N:10]([CH2:16][C:17]3[CH:22]=[CH:21][CH:20]=[CH:19][CH:18]=3)[CH:11]=[CH:12][C:13]=2[C:14]=1[OH:15])=[O:4].[NH2:26][C@@H:27]([C:29]([OH:31])=[O:30])[CH3:28].C[O-].[Na+]. (5) Given the product [CH:22]([N:7]([CH2:6][C:2]1[S:1][CH:5]=[CH:4][CH:3]=1)[C:8]([C:10]12[CH2:19][CH:14]3[CH2:15][CH:16]([CH2:18][CH:12]([CH2:13]3)[CH2:11]1)[CH2:17]2)=[O:9])([CH3:23])[CH3:21], predict the reactants needed to synthesize it. The reactants are: [S:1]1[CH:5]=[CH:4][CH:3]=[C:2]1[CH2:6][NH:7][C:8]([C:10]12[CH2:19][CH:14]3[CH2:15][CH:16]([CH2:18][CH:12]([CH2:13]3)[CH2:11]1)[CH2:17]2)=[O:9].[Li][CH2:21][CH2:22][CH2:23]C.